The task is: Predict the product of the given reaction.. This data is from Forward reaction prediction with 1.9M reactions from USPTO patents (1976-2016). (1) Given the reactants [CH2:1]([O:3][C:4](=[O:31])[NH:5][CH:6]([CH3:30])[CH2:7][C:8]1[CH:9]=[C:10]2[C:14](=[C:15]([C:17]#[N:18])[CH:16]=1)[N:13]([CH2:19][CH2:20][CH2:21][O:22][Si:23]([C:26]([CH3:29])([CH3:28])[CH3:27])([CH3:25])[CH3:24])[CH2:12][CH2:11]2)[CH3:2].OO.[OH-].[Na+].C(O)(=[O:38])C, predict the reaction product. The product is: [CH2:1]([O:3][C:4](=[O:31])[NH:5][CH:6]([CH3:30])[CH2:7][C:8]1[CH:9]=[C:10]2[C:14](=[C:15]([C:17](=[O:38])[NH2:18])[CH:16]=1)[N:13]([CH2:19][CH2:20][CH2:21][O:22][Si:23]([C:26]([CH3:29])([CH3:28])[CH3:27])([CH3:24])[CH3:25])[CH2:12][CH2:11]2)[CH3:2]. (2) Given the reactants Cl[C:2]1[N:7]=[CH:6][C:5]([C:8]([N:10](C)[C:11]2[CH:12]=[N:13][CH:14]=[CH:15][CH:16]=2)=[O:9])=[CH:4][CH:3]=1.[Cl:18][C:19]1[CH:20]=[C:21]([OH:25])[CH:22]=[CH:23][CH:24]=1.C(=O)([O-])[O-].[K+].[K+].O, predict the reaction product. The product is: [Cl:18][C:19]1[CH:20]=[C:21]([CH:22]=[CH:23][CH:24]=1)[O:25][C:2]1[CH:3]=[CH:4][C:5]([C:8]([NH:10][C:11]2[CH:12]=[N:13][CH:14]=[CH:15][CH:16]=2)=[O:9])=[CH:6][N:7]=1. (3) Given the reactants [C:1]([O:6][C:7]1[C:16]2[C:11](=[C:12](O)[CH:13]=[CH:14][CH:15]=2)[CH:10]=[CH:9][CH:8]=1)(=[O:5])[C:2]([CH3:4])=[CH2:3].C(OC(C(F)(F)F)C(F)(F)F)(=O)C(C)=C.C(C1CCOC1=O)(=O)C(C)=C.N(C(C)(C)C#N)=NC(C)(C)C#N, predict the reaction product. The product is: [C:1]([OH:6])(=[O:5])[C:2]([CH3:4])=[CH2:3].[OH:6][C:7]1[C:16]2[C:11](=[CH:12][CH:13]=[CH:14][CH:15]=2)[CH:10]=[CH:9][CH:8]=1. (4) Given the reactants [C:1]([O:5][C:6](=[O:21])[NH:7][CH2:8][CH2:9][CH2:10][CH2:11][NH:12][CH:13]([C:15]1[CH:20]=[N:19][CH:18]=[CH:17][N:16]=1)[CH3:14])([CH3:4])([CH3:3])[CH3:2].[CH3:22][C:23]1[C:24]([CH:29]=O)=[N:25][CH:26]=[CH:27][CH:28]=1.[BH-](OC(C)=O)(OC(C)=O)OC(C)=O.[Na+], predict the reaction product. The product is: [C:1]([O:5][C:6](=[O:21])[NH:7][CH2:8][CH2:9][CH2:10][CH2:11][N:12]([CH2:29][C:24]1[C:23]([CH3:22])=[CH:28][CH:27]=[CH:26][N:25]=1)[CH:13]([C:15]1[CH:20]=[N:19][CH:18]=[CH:17][N:16]=1)[CH3:14])([CH3:2])([CH3:3])[CH3:4].